This data is from Catalyst prediction with 721,799 reactions and 888 catalyst types from USPTO. The task is: Predict which catalyst facilitates the given reaction. (1) Reactant: CC1(C)C(C)(C)OB([C:9]2[CH2:14][CH2:13][N:12]([C:15]([O:17][C:18]([CH3:21])([CH3:20])[CH3:19])=[O:16])[CH2:11][CH:10]=2)O1.C([O-])([O-])=O.[Na+].[Na+].Br[C:30]1[C:35]([O:36][CH3:37])=[CH:34][CH:33]=[CH:32][N:31]=1. Product: [CH3:37][O:36][C:35]1[C:30]([C:9]2[CH2:14][CH2:13][N:12]([C:15]([O:17][C:18]([CH3:19])([CH3:20])[CH3:21])=[O:16])[CH2:11][CH:10]=2)=[N:31][CH:32]=[CH:33][CH:34]=1. The catalyst class is: 77. (2) Reactant: [Br:1][C:2]1[CH:21]=[CH:20][C:19]([F:22])=[CH:18][C:3]=1[O:4][CH:5]1[CH2:10][CH2:9][N:8](C(OC(C)(C)C)=O)[CH2:7][CH2:6]1.Cl. Product: [Br:1][C:2]1[CH:21]=[CH:20][C:19]([F:22])=[CH:18][C:3]=1[O:4][CH:5]1[CH2:6][CH2:7][NH:8][CH2:9][CH2:10]1. The catalyst class is: 714. (3) Reactant: [CH3:1][O:2][C:3]1[CH:8]=[C:7]([CH2:9][CH2:10][CH3:11])[CH:6]=[CH:5][C:4]=1[OH:12].[CH3:13][O:14][C:15]1[CH:20]=[CH:19][C:18](B(O)O)=[CH:17][CH:16]=1.C(N(CC)CC)C. Product: [CH3:1][O:2][C:3]1[CH:8]=[C:7]([CH2:9][CH2:10][CH3:11])[CH:6]=[CH:5][C:4]=1[O:12][C:18]1[CH:19]=[CH:20][C:15]([O:14][CH3:13])=[CH:16][CH:17]=1. The catalyst class is: 221.